Dataset: Forward reaction prediction with 1.9M reactions from USPTO patents (1976-2016). Task: Predict the product of the given reaction. Given the reactants [N:1]1[C:10]2[C:5](=[CH:6][C:7]([CH2:11][N:12]3[C:16]4=[N:17][C:18]([C:21]5[CH:29]=[CH:28][C:24]([C:25]([OH:27])=O)=[CH:23][CH:22]=5)=[CH:19][CH:20]=[C:15]4[N:14]=[N:13]3)=[CH:8][CH:9]=2)[CH:4]=[CH:3][CH:2]=1.F[P-](F)(F)(F)(F)F.N1(O[P+](N(C)C)(N(C)C)N(C)C)C2C=CC=CC=2N=N1.C(N(CC)CC)C.[N:64]1([CH:69]2[CH2:74][CH2:73][NH:72][CH2:71][CH2:70]2)[CH2:68][CH2:67][CH2:66][CH2:65]1, predict the reaction product. The product is: [N:64]1([CH:69]2[CH2:74][CH2:73][N:72]([C:25]([C:24]3[CH:28]=[CH:29][C:21]([C:18]4[N:17]=[C:16]5[N:12]([CH2:11][C:7]6[CH:6]=[C:5]7[C:10](=[CH:9][CH:8]=6)[N:1]=[CH:2][CH:3]=[CH:4]7)[N:13]=[N:14][C:15]5=[CH:20][CH:19]=4)=[CH:22][CH:23]=3)=[O:27])[CH2:71][CH2:70]2)[CH2:68][CH2:67][CH2:66][CH2:65]1.